From a dataset of Reaction yield outcomes from USPTO patents with 853,638 reactions. Predict the reaction yield, written as a fraction of the theoretical maximum amount of product (1.0 means a 100% yield; for example, 0.34 means a 34% yield). (1) The reactants are [C:1]([O:5][C:6]([N:8]1[CH2:13][CH:12]2[CH:10]([O:11]2)[CH2:9]1)=[O:7])([CH3:4])([CH3:3])[CH3:2].[CH3:14][NH2:15]. The catalyst is C(=O)(O)[O-].[Na+]. The product is [C:1]([O:5][C:6]([N:8]1[CH2:13][CH:12]([NH:15][CH3:14])[CH:10]([OH:11])[CH2:9]1)=[O:7])([CH3:4])([CH3:3])[CH3:2]. The yield is 0.970. (2) The reactants are [NH:1]([C:3]1[CH:12]=[C:11]2[C:6]([CH2:7][CH2:8][NH:9][C:10]2=[O:13])=[CH:5][CH:4]=1)[NH2:2].[CH3:14][C:15]([CH3:22])([CH3:21])[C:16](=O)[CH2:17][C:18]#[N:19].[ClH:23]. The catalyst is CCO. The product is [ClH:23].[NH2:19][C:18]1[N:1]([C:3]2[CH:12]=[C:11]3[C:6]([CH2:7][CH2:8][NH:9][C:10]3=[O:13])=[CH:5][CH:4]=2)[N:2]=[C:16]([C:15]([CH3:22])([CH3:21])[CH3:14])[CH:17]=1. The yield is 0.960. (3) The reactants are [F:1][C:2]1[C:3]([CH3:24])=[C:4]([C:8]2([C:21](O)=[O:22])[CH2:13][CH:12]=[C:11]([C:14]3[CH:15]=[N:16][CH:17]=[C:18]([F:20])[CH:19]=3)[CH2:10][CH2:9]2)[CH:5]=[CH:6][CH:7]=1.CN(C(F)=[N+](C)C)C.F[P-](F)(F)(F)(F)F.CCN(CC)CC.O1CCCCC1[O:53][NH2:54].Cl. The catalyst is C(OCC)C.CO.CN(C=O)C. The product is [F:1][C:2]1[C:3]([CH3:24])=[C:4]([C:8]2([C:21]([NH:54][OH:53])=[O:22])[CH2:13][CH:12]=[C:11]([C:14]3[CH:15]=[N:16][CH:17]=[C:18]([F:20])[CH:19]=3)[CH2:10][CH2:9]2)[CH:5]=[CH:6][CH:7]=1. The yield is 0.490. (4) The reactants are [Cl:1][C:2]1[NH:10][C:9]2[C:8](=[O:11])[N:7]([CH2:12][CH2:13][CH2:14][CH2:15]C(OCC)=O)[C:6](=[O:21])[N:5]([CH2:22][CH2:23][CH2:24][CH2:25][CH3:26])[C:4]=2[N:3]=1.CC[O-].[Na+].[Cl:31][C:32]1[CH:33]=[C:34]([CH2:38]/[C:39](=[N:42]/[H])/[NH:40][OH:41])[CH:35]=[CH:36][CH:37]=1. The catalyst is CCO. The product is [Cl:1][C:2]1[NH:10][C:9]2[C:8](=[O:11])[N:7]([CH2:12][CH2:13][CH2:14][C:15]3[O:41][N:40]=[C:39]([CH2:38][C:34]4[CH:35]=[CH:36][CH:37]=[C:32]([Cl:31])[CH:33]=4)[N:42]=3)[C:6](=[O:21])[N:5]([CH2:22][CH2:23][CH2:24][CH2:25][CH3:26])[C:4]=2[N:3]=1. The yield is 0.490. (5) The reactants are B([C:4]1[CH:12]=[CH:11][C:7]([C:8]([OH:10])=[O:9])=[CH:6][CH:5]=1)(O)O.Br[C:14]1[CH:19]=[CH:18][CH:17]=[CH:16][N:15]=1.C(=O)([O-])[O-].[K+].[K+]. The catalyst is C(#N)C.O.Cl[Pd](Cl)([P](C1C=CC=CC=1)(C1C=CC=CC=1)C1C=CC=CC=1)[P](C1C=CC=CC=1)(C1C=CC=CC=1)C1C=CC=CC=1. The product is [N:15]1[CH:16]=[CH:17][CH:18]=[CH:19][C:14]=1[C:4]1[CH:12]=[CH:11][C:7]([C:8]([OH:10])=[O:9])=[CH:6][CH:5]=1. The yield is 0.910. (6) The reactants are [NH:1]1[C:5]2[CH:6]=[CH:7][C:8]([C:10]([OH:12])=O)=[CH:9][C:4]=2[N:3]=[CH:2]1.[CH3:13][O:14][C:15]1[CH:35]=[CH:34][C:18]([O:19][C:20]2[CH:33]=[CH:32][C:23]3[C@@H:24]4[C@H:29]([CH2:30][CH2:31][C:22]=3[CH:21]=2)[NH:28][CH2:27][CH2:26][CH2:25]4)=[CH:17][CH:16]=1. No catalyst specified. The product is [NH:1]1[C:5]2[CH:6]=[CH:7][C:8]([C:10]([N:28]3[C@@H:29]4[C@@H:24]([C:23]5[CH:32]=[CH:33][C:20]([O:19][C:18]6[CH:17]=[CH:16][C:15]([O:14][CH3:13])=[CH:35][CH:34]=6)=[CH:21][C:22]=5[CH2:31][CH2:30]4)[CH2:25][CH2:26][CH2:27]3)=[O:12])=[CH:9][C:4]=2[N:3]=[CH:2]1. The yield is 0.720. (7) The reactants are [CH3:1][O:2][C:3]1[CH:4]=[CH:5][C:6]2[N:12]3[C:13]([C:16]4[CH:21]=[CH:20][C:19]([C:22]5[CH:27]=[CH:26][CH:25]=[CH:24][C:23]=5[O:28][CH3:29])=[CH:18][CH:17]=4)=[N:14][N:15]=[C:11]3[CH2:10][NH:9][CH2:8][C:7]=2[N:30]=1.C=O.[C:33](O[BH-](OC(=O)C)OC(=O)C)(=O)C.[Na+].C(=O)([O-])O.[Na+]. The catalyst is ClCCl. The product is [CH3:1][O:2][C:3]1[CH:4]=[CH:5][C:6]2[N:12]3[C:13]([C:16]4[CH:17]=[CH:18][C:19]([C:22]5[CH:27]=[CH:26][CH:25]=[CH:24][C:23]=5[O:28][CH3:29])=[CH:20][CH:21]=4)=[N:14][N:15]=[C:11]3[CH2:10][N:9]([CH3:33])[CH2:8][C:7]=2[N:30]=1. The yield is 0.770. (8) The reactants are [NH2:1][C:2]1[CH:7]=[C:6]([Cl:8])[CH:5]=[CH:4][C:3]=1[SH:9].Br[CH2:11][C:12]1[CH:13]=[C:14]([CH:19]=[CH:20][CH:21]=1)[C:15]([O:17][CH3:18])=[O:16].C([O-])([O-])=O.[K+].[K+]. The catalyst is CN(C=O)C. The product is [NH2:1][C:2]1[CH:7]=[C:6]([Cl:8])[CH:5]=[CH:4][C:3]=1[S:9][CH2:11][C:12]1[CH:13]=[C:14]([CH:19]=[CH:20][CH:21]=1)[C:15]([O:17][CH3:18])=[O:16]. The yield is 0.420.